Dataset: Reaction yield outcomes from USPTO patents with 853,638 reactions. Task: Predict the reaction yield, written as a fraction of the theoretical maximum amount of product (1.0 means a 100% yield; for example, 0.34 means a 34% yield). The reactants are [CH:1]([C@H:14]1[CH2:19][C@@H:18]([NH2:20])[CH2:17][CH2:16][O:15]1)([C:8]1[CH:13]=[CH:12][CH:11]=[CH:10][CH:9]=1)[C:2]1[CH:7]=[CH:6][CH:5]=[CH:4][CH:3]=1.[F:21][C:22]1[CH:29]=[CH:28][C:25]([CH:26]=O)=[CH:24][CH:23]=1.C(O)(=O)C.[BH3-]C#N.[Na+].C([O-])(O)=O.[Na+]. The catalyst is ClCCCl.CO.O. The product is [CH:1]([C@H:14]1[CH2:19][C@@H:18]([NH:20][CH2:26][C:25]2[CH:28]=[CH:29][C:22]([F:21])=[CH:23][CH:24]=2)[CH2:17][CH2:16][O:15]1)([C:8]1[CH:13]=[CH:12][CH:11]=[CH:10][CH:9]=1)[C:2]1[CH:3]=[CH:4][CH:5]=[CH:6][CH:7]=1. The yield is 0.726.